From a dataset of Reaction yield outcomes from USPTO patents with 853,638 reactions. Predict the reaction yield, written as a fraction of the theoretical maximum amount of product (1.0 means a 100% yield; for example, 0.34 means a 34% yield). (1) The reactants are [CH2:1]([O:3][C:4](=[O:18])[C:5]1[CH:10]=[CH:9][C:8](/[CH:11]=[CH:12]/[C:13]2[O:14][CH:15]=[CH:16][CH:17]=2)=[CH:7][CH:6]=1)[CH3:2]. The catalyst is [C].[Pd].O1CCCC1. The product is [CH2:1]([O:3][C:4](=[O:18])[C:5]1[CH:10]=[CH:9][C:8]([CH2:11][CH2:12][CH:13]2[CH2:17][CH2:16][CH2:15][O:14]2)=[CH:7][CH:6]=1)[CH3:2]. The yield is 1.00. (2) The reactants are CCOP(OCC)([CH2:6][C:7]#[N:8])=O.[H-].[Na+].O=[C:15]1[CH2:19][N:18]([C:20]([O:22][C:23]([CH3:26])([CH3:25])[CH3:24])=[O:21])[C@H:17]([C:27]([O:29][CH3:30])=[O:28])[CH2:16]1.[Cl-].[NH4+]. The catalyst is C1COCC1.C(OCC)(=O)C. The product is [C:7]([CH:6]=[C:15]1[CH2:19][N:18]([C:20]([O:22][C:23]([CH3:26])([CH3:25])[CH3:24])=[O:21])[C@H:17]([C:27]([O:29][CH3:30])=[O:28])[CH2:16]1)#[N:8]. The yield is 0.800.